This data is from Full USPTO retrosynthesis dataset with 1.9M reactions from patents (1976-2016). The task is: Predict the reactants needed to synthesize the given product. (1) Given the product [Cl:9][C:8]1[C:3]([NH2:1])=[N:4][C:5]([CH:17]2[CH2:19][CH2:18]2)=[N:6][C:7]=1[CH:10]([O:14][CH2:15][CH3:16])[O:11][CH2:12][CH3:13], predict the reactants needed to synthesize it. The reactants are: [NH3:1].Cl[C:3]1[C:8]([Cl:9])=[C:7]([CH:10]([O:14][CH2:15][CH3:16])[O:11][CH2:12][CH3:13])[N:6]=[C:5]([CH:17]2[CH2:19][CH2:18]2)[N:4]=1. (2) The reactants are: [Cl:1][C:2]1[CH:3]=[CH:4][C:5]([NH:8][C:9]([C:11]2[CH:16]=[C:15]([Cl:17])[CH:14]=[CH:13][C:12]=2[NH:18][C:19]([C:21]2[CH:26]=[CH:25][C:24]([S:27]([CH2:30][CH2:31][OH:32])(=[NH:29])=[O:28])=[CH:23][CH:22]=2)=[O:20])=[O:10])=[N:6][CH:7]=1.N1C=CC=CC=1.[C:39](Cl)(=[O:41])[CH3:40]. Given the product [Cl:1][C:2]1[CH:3]=[CH:4][C:5]([NH:8][C:9]([C:11]2[CH:16]=[C:15]([Cl:17])[CH:14]=[CH:13][C:12]=2[NH:18][C:19]([C:21]2[CH:26]=[CH:25][C:24]([S:27]([CH2:30][CH2:31][OH:32])(=[N:29][C:39](=[O:41])[CH3:40])=[O:28])=[CH:23][CH:22]=2)=[O:20])=[O:10])=[N:6][CH:7]=1, predict the reactants needed to synthesize it. (3) Given the product [C:19]1([CH2:18][O:17][C:8]2[CH:9]=[CH:10][C:11]([C:13]([F:14])([F:15])[F:16])=[CH:12][C:7]=2[C:1]23[O:33][CH:6]2[CH2:5][CH2:4][CH2:3][CH2:2]3)[CH:24]=[CH:23][CH:22]=[CH:21][CH:20]=1, predict the reactants needed to synthesize it. The reactants are: [C:1]1([C:7]2[CH:12]=[C:11]([C:13]([F:16])([F:15])[F:14])[CH:10]=[CH:9][C:8]=2[O:17][CH2:18][C:19]2[CH:24]=[CH:23][CH:22]=[CH:21][CH:20]=2)[CH2:6][CH2:5][CH2:4][CH2:3][CH:2]=1.ClC1C=CC=C(C(OO)=[O:33])C=1. (4) Given the product [Br:1][C:2]1[CH:3]=[C:4]2[C:9](=[C:10]([N:18]3[CH2:19][CH2:20][N:15]([CH2:13][CH3:14])[CH2:16][CH2:17]3)[N:11]=1)[N:8]=[CH:7][CH:6]=[CH:5]2, predict the reactants needed to synthesize it. The reactants are: [Br:1][C:2]1[CH:3]=[C:4]2[C:9](=[C:10](Br)[N:11]=1)[N:8]=[CH:7][CH:6]=[CH:5]2.[CH2:13]([N:15]1[CH2:20][CH2:19][NH:18][CH2:17][CH2:16]1)[CH3:14]. (5) Given the product [CH3:1][O:2][C:3](=[O:13])[C:4]1[CH:5]=[C:6]([Cl:12])[C:7]([O:11][CH2:14][C:15]2[CH:20]=[CH:19][CH:18]=[CH:17][CH:16]=2)=[C:8]([Cl:10])[CH:9]=1, predict the reactants needed to synthesize it. The reactants are: [CH3:1][O:2][C:3](=[O:13])[C:4]1[CH:9]=[C:8]([Cl:10])[C:7]([OH:11])=[C:6]([Cl:12])[CH:5]=1.[CH2:14](Br)[C:15]1[CH:20]=[CH:19][CH:18]=[CH:17][CH:16]=1.C(=O)([O-])[O-].[K+].[K+]. (6) Given the product [Cl:1][C:2]1[C:3]([CH2:26][C:27]([NH:34][CH2:33][C:32]2[CH:35]=[CH:36][CH:37]=[CH:38][C:31]=2[F:30])=[O:29])=[N:4][C:5]([NH:8][CH2:16][C:17]([F:24])([F:25])[C:18]2[CH:23]=[CH:22][CH:21]=[CH:20][N:19]=2)=[CH:6][CH:7]=1, predict the reactants needed to synthesize it. The reactants are: [Cl:1][C:2]1[C:3]([CH2:26][C:27]([OH:29])=O)=[N:4][C:5]([N:8]([CH2:16][C:17]([F:25])([F:24])[C:18]2[CH:23]=[CH:22][CH:21]=[CH:20][N:19]=2)C(OC(C)(C)C)=O)=[CH:6][CH:7]=1.[F:30][C:31]1[CH:38]=[CH:37][CH:36]=[CH:35][C:32]=1[CH2:33][NH2:34]. (7) Given the product [CH3:1][C:2]1[CH:6]=[C:5]([CH2:7][NH:8][C:9]2[N:14]=[C:13]([NH:15][C:16]3[NH:20][N:19]=[C:18]([O:21][CH2:22][C:23]4[CH:24]=[C:25]([NH:52][C:55](=[O:39])[O:62][C:58]([CH3:61])([CH3:60])[CH3:59])[CH:29]=[CH:30][CH:31]=4)[CH:17]=3)[CH:12]=[CH:11][N:10]=2)[O:4][N:3]=1, predict the reactants needed to synthesize it. The reactants are: [CH3:1][C:2]1[CH:6]=[C:5]([CH2:7][NH:8][C:9]2[N:14]=[C:13]([NH:15][C:16]3[NH:20][N:19]=[C:18]([O:21][CH2:22][C:23]4[CH:24]=[C:25]([CH:29]=[CH:30][CH:31]=4)C(O)=O)[CH:17]=3)[CH:12]=[CH:11][N:10]=2)[O:4][N:3]=1.C1(P(N=[N+]=[N-])(C2C=CC=CC=2)=[O:39])C=CC=CC=1.C([N:52]([CH:55](C)C)CC)(C)C.[C:58]([OH:62])([CH3:61])([CH3:60])[CH3:59]. (8) Given the product [ClH:25].[F:28][C:29]1[CH:30]=[C:31]([CH:43]=[C:44]([F:46])[CH:45]=1)[CH2:32][C:33]1[CH:34]=[C:35]2[C:39](=[CH:40][CH:41]=1)[NH:38][N:37]=[C:36]2[NH:42][C:19]([C:17]1[CH:16]=[N:15][N:14]([CH:11]2[CH2:10][CH2:9][NH:8][CH2:13][CH2:12]2)[CH:18]=1)=[O:21], predict the reactants needed to synthesize it. The reactants are: C(OC([N:8]1[CH2:13][CH2:12][CH:11]([N:14]2[CH:18]=[C:17]([C:19]([OH:21])=O)[CH:16]=[N:15]2)[CH2:10][CH2:9]1)=O)(C)(C)C.C(Cl)(=O)C([Cl:25])=O.[F:28][C:29]1[CH:30]=[C:31]([CH:43]=[C:44]([F:46])[CH:45]=1)[CH2:32][C:33]1[CH:34]=[C:35]2[C:39](=[CH:40][CH:41]=1)[NH:38][N:37]=[C:36]2[NH2:42].Cl.